This data is from Forward reaction prediction with 1.9M reactions from USPTO patents (1976-2016). The task is: Predict the product of the given reaction. (1) The product is: [N:35]1[C:36]2[C:31](=[CH:30][C:29]([C:17]3[C:18]([CH3:28])=[N:19][N:20]([C:21]4[CH:26]=[CH:25][CH:24]=[CH:23][C:22]=4[CH3:27])[C:16]=3[NH:15][C:6]3[CH:7]=[CH:8][C:9]([O:11][CH:12]([F:14])[F:13])=[CH:10][C:5]=3[C:3]([OH:4])=[O:2])=[CH:38][CH:37]=2)[N:32]=[CH:33][CH:34]=1. Given the reactants C[O:2][C:3]([C:5]1[CH:10]=[C:9]([O:11][CH:12]([F:14])[F:13])[CH:8]=[CH:7][C:6]=1[NH:15][C:16]1[N:20]([C:21]2[CH:26]=[CH:25][CH:24]=[CH:23][C:22]=2[CH3:27])[N:19]=[C:18]([CH3:28])[C:17]=1[C:29]1[CH:30]=[C:31]2[C:36](=[CH:37][CH:38]=1)[N:35]=[CH:34][CH:33]=[N:32]2)=[O:4].[OH-].[Na+], predict the reaction product. (2) Given the reactants [Cl:1][C:2]1[CH:3]=[C:4]([C:14]([O:16]CC)=[O:15])[C:5](=[O:13])[N:6]([CH:10]([CH3:12])[CH3:11])[C:7]=1[CH2:8][CH3:9].ClC1C=C(C(OCC)=O)C(=O)N(C(C)C)C=1C, predict the reaction product. The product is: [Cl:1][C:2]1[CH:3]=[C:4]([C:14]([OH:16])=[O:15])[C:5](=[O:13])[N:6]([CH:10]([CH3:12])[CH3:11])[C:7]=1[CH2:8][CH3:9]. (3) Given the reactants C(O[C:6]([C:8]1[N:9]=[CH:10][C:11]2[C:16]([C:17]=1[OH:18])=[CH:15][CH:14]=[C:13]([O:19][C:20]1[CH:25]=[CH:24][CH:23]=[CH:22][CH:21]=1)[CH:12]=2)=[O:7])CCC.[NH2:26][C@@H:27]([C:29]([OH:31])=[O:30])[CH3:28], predict the reaction product. The product is: [OH:18][C:17]1[C:16]2[C:11](=[CH:12][C:13]([O:19][C:20]3[CH:21]=[CH:22][CH:23]=[CH:24][CH:25]=3)=[CH:14][CH:15]=2)[CH:10]=[N:9][C:8]=1[C:6]([NH:26][C@H:27]([CH3:28])[C:29]([OH:31])=[O:30])=[O:7]. (4) Given the reactants [C:1]1([C:7]2[CH:12]=[CH:11][CH:10]=[C:9]([C:13]3[N:14]=[N:15]NN=3)[N:8]=2)[CH:6]=[CH:5][CH:4]=[CH:3][CH:2]=1.[C:18](Cl)(=[O:25])[C:19]1[CH:24]=[CH:23][CH:22]=[CH:21][CH:20]=1.O.[OH-].[Na+], predict the reaction product. The product is: [C:19]1([C:18]2[O:25][C:13]([C:9]3[N:8]=[C:7]([C:1]4[CH:2]=[CH:3][CH:4]=[CH:5][CH:6]=4)[CH:12]=[CH:11][CH:10]=3)=[N:14][N:15]=2)[CH:24]=[CH:23][CH:22]=[CH:21][CH:20]=1. (5) Given the reactants [CH:1]([C:4]1[CH:10]=[CH:9][CH:8]=[CH:7][C:5]=1[NH2:6])([CH3:3])[CH3:2].[C:11]([C:15]1[CH:20]=[CH:19][CH:18]=[CH:17][CH:16]=1)(=O)[CH2:12][CH3:13].CC1C=CC(S(O)(=O)=O)=CC=1, predict the reaction product. The product is: [CH:1]([C:4]1[CH:10]=[CH:9][CH:8]=[CH:7][C:5]=1[N:6]=[C:11]([C:15]1[CH:20]=[CH:19][CH:18]=[CH:17][CH:16]=1)[CH2:12][CH3:13])([CH3:3])[CH3:2]. (6) Given the reactants [Cl:1][C:2]1[C:7]([F:8])=[CH:6][C:5]([CH2:9]O)=[C:4]([F:11])[CH:3]=1.P(Br)(Br)[Br:13].O, predict the reaction product. The product is: [Br:13][CH2:9][C:5]1[CH:6]=[C:7]([F:8])[C:2]([Cl:1])=[CH:3][C:4]=1[F:11]. (7) Given the reactants Cl[C:2]1[C:7]([C:8]([C:10]2[S:11][CH:12]=[CH:13][CH:14]=2)=[O:9])=[CH:6][CH:5]=[CH:4][N:3]=1.[OH-].[NH4+:16].N, predict the reaction product. The product is: [NH2:16][C:2]1[C:7]([C:8]([C:10]2[S:11][CH:12]=[CH:13][CH:14]=2)=[O:9])=[CH:6][CH:5]=[CH:4][N:3]=1. (8) Given the reactants Cl[C:2]1[C:11]2[C:6](=[CH:7][CH:8]=[CH:9][CH:10]=2)[C:5]([Cl:12])=[N:4][N:3]=1.[CH3:13][N:14]1[C:18]([C:19]2[CH:20]=[C:21]([CH:23]=[CH:24][CH:25]=2)[NH2:22])=[CH:17][N:16]=[C:15]1[CH3:26], predict the reaction product. The product is: [Cl:12][C:5]1[C:6]2[C:11](=[CH:10][CH:9]=[CH:8][CH:7]=2)[C:2]([NH:22][C:21]2[CH:23]=[CH:24][CH:25]=[C:19]([C:18]3[N:14]([CH3:13])[C:15]([CH3:26])=[N:16][CH:17]=3)[CH:20]=2)=[N:3][N:4]=1. (9) Given the reactants [S:1]1[CH2:6][CH:5]=[C:4]([C:7]2[C:12]([F:13])=[CH:11][C:10]([N:14]3[CH2:18][C@H:17]([CH2:19]OS(C)(=O)=O)[O:16][C:15]3=[O:25])=[CH:9][C:8]=2[F:26])[CH2:3][CH2:2]1.[N-:27]=[N+:28]=[N-:29].[Na+].[N-]=[N+]=[N-].[CH:34]12CC(C=C1)C=[CH:35]2, predict the reaction product. The product is: [S:1]1[CH2:6][CH:5]=[C:4]([C:7]2[C:12]([F:13])=[CH:11][C:10]([N:14]3[CH2:18][C@H:17]([CH2:19][N:27]4[CH:35]=[CH:34][N:29]=[N:28]4)[O:16][C:15]3=[O:25])=[CH:9][C:8]=2[F:26])[CH2:3][CH2:2]1. (10) Given the reactants [In].[Cl-].[In+3].[Cl-].[Cl-].[Cl-].[Li+].C(N(C)C)CCC.C(O[CH2:19][CH:20]=[CH:21][CH2:22][CH2:23][C:24]1[CH:29]=[CH:28][CH:27]=[CH:26][C:25]=1I)(=O)C, predict the reaction product. The product is: [CH:20]([CH:21]1[C:25]2[C:24](=[CH:29][CH:28]=[CH:27][CH:26]=2)[CH2:23][CH2:22]1)=[CH2:19].